The task is: Regression. Given two drug SMILES strings and cell line genomic features, predict the synergy score measuring deviation from expected non-interaction effect.. This data is from NCI-60 drug combinations with 297,098 pairs across 59 cell lines. (1) Drug 1: CC12CCC3C(C1CCC2O)C(CC4=C3C=CC(=C4)O)CCCCCCCCCS(=O)CCCC(C(F)(F)F)(F)F. Drug 2: C1CN(CCN1C(=O)CCBr)C(=O)CCBr. Cell line: COLO 205. Synergy scores: CSS=34.1, Synergy_ZIP=-10.7, Synergy_Bliss=-1.99, Synergy_Loewe=1.51, Synergy_HSA=2.24. (2) Drug 1: CC12CCC3C(C1CCC2O)C(CC4=C3C=CC(=C4)O)CCCCCCCCCS(=O)CCCC(C(F)(F)F)(F)F. Drug 2: C1CNP(=O)(OC1)N(CCCl)CCCl. Cell line: HCT116. Synergy scores: CSS=-5.01, Synergy_ZIP=-0.883, Synergy_Bliss=-7.49, Synergy_Loewe=-45.7, Synergy_HSA=-12.1. (3) Drug 1: C1=NC2=C(N=C(N=C2N1C3C(C(C(O3)CO)O)F)Cl)N. Cell line: HS 578T. Drug 2: CC12CCC3C(C1CCC2O)C(CC4=C3C=CC(=C4)O)CCCCCCCCCS(=O)CCCC(C(F)(F)F)(F)F. Synergy scores: CSS=-2.15, Synergy_ZIP=1.92, Synergy_Bliss=1.20, Synergy_Loewe=-4.10, Synergy_HSA=-3.62. (4) Drug 1: CS(=O)(=O)CCNCC1=CC=C(O1)C2=CC3=C(C=C2)N=CN=C3NC4=CC(=C(C=C4)OCC5=CC(=CC=C5)F)Cl. Drug 2: C(CN)CNCCSP(=O)(O)O. Cell line: NCIH23. Synergy scores: CSS=3.17, Synergy_ZIP=2.86, Synergy_Bliss=-7.01, Synergy_Loewe=-4.88, Synergy_HSA=-8.30.